The task is: Predict the reactants needed to synthesize the given product.. This data is from Full USPTO retrosynthesis dataset with 1.9M reactions from patents (1976-2016). (1) Given the product [CH3:1][C:2]1([CH3:25])[CH2:11][CH2:10][C:9]([CH3:12])([CH3:13])[C:8]2[CH:7]=[C:6]([C:14]3[S:15][C:16]([CH:19]4[CH2:24][CH2:23][N:22]([CH2:33][CH2:32][CH2:31][CH2:30][OH:29])[CH2:21][CH2:20]4)=[CH:17][N:18]=3)[CH:5]=[CH:4][C:3]1=2, predict the reactants needed to synthesize it. The reactants are: [CH3:1][C:2]1([CH3:25])[CH2:11][CH2:10][C:9]([CH3:13])([CH3:12])[C:8]2[CH:7]=[C:6]([C:14]3[S:15][C:16]([CH:19]4[CH2:24][CH2:23][NH:22][CH2:21][CH2:20]4)=[CH:17][N:18]=3)[CH:5]=[CH:4][C:3]1=2.C([O:29][CH2:30][CH2:31][CH2:32][CH2:33]Br)(=O)C.[OH-].[Na+]. (2) Given the product [CH3:18][O:17][C:8]1[CH:9]=[CH:10][C:11]([C:13]([F:16])([F:15])[F:14])=[CH:12][C:7]=1[C:3]1[CH2:4][CH2:5][CH2:6][C:2]=1[B:24]([OH:29])[OH:25], predict the reactants needed to synthesize it. The reactants are: Br[C:2]1[CH2:6][CH2:5][CH2:4][C:3]=1[C:7]1[CH:12]=[C:11]([C:13]([F:16])([F:15])[F:14])[CH:10]=[CH:9][C:8]=1[O:17][CH3:18].C([Li])CCC.[B:24](OC(C)C)([O:29]C(C)C)[O:25]C(C)C. (3) Given the product [CH:19]1([C:4]2[C:3]([CH2:2][C:22]#[N:23])=[CH:8][N:7]=[C:6]([C:9]3[CH:14]=[CH:13][C:12]([C:15]([F:17])([F:16])[F:18])=[CH:11][CH:10]=3)[N:5]=2)[CH2:20][CH2:21]1, predict the reactants needed to synthesize it. The reactants are: Cl[CH2:2][C:3]1[C:4]([CH:19]2[CH2:21][CH2:20]2)=[N:5][C:6]([C:9]2[CH:14]=[CH:13][C:12]([C:15]([F:18])([F:17])[F:16])=[CH:11][CH:10]=2)=[N:7][CH:8]=1.[C-:22]#[N:23].[Na+]. (4) Given the product [CH2:12]([NH:30][C:3](=[O:11])[C:4]1[CH:10]=[CH:9][CH:8]=[CH:7][C:5]=1[OH:6])[CH2:13][CH2:14][CH2:15][CH2:16][CH2:17][CH2:18][CH2:19]/[CH:20]=[CH:21]\[CH2:22][CH2:23][CH2:24][CH2:25][CH2:26][CH2:27][CH2:28][CH3:29], predict the reactants needed to synthesize it. The reactants are: CO[C:3](=[O:11])[C:4]1[C:5](=[CH:7][CH:8]=[CH:9][CH:10]=1)[OH:6].[CH2:12]([NH2:30])[CH2:13][CH2:14][CH2:15][CH2:16][CH2:17][CH2:18][CH2:19]/[CH:20]=[CH:21]\[CH2:22][CH2:23][CH2:24][CH2:25][CH2:26][CH2:27][CH2:28][CH3:29]. (5) Given the product [CH3:21][O:20][C:19]1[CH:18]=[CH:17][CH:16]=[C:15]([O:22][CH3:23])[C:14]=1[CH2:13][NH:12][C:10]([NH:9][C:6]1[S:7][CH:8]=[C:4]([CH2:3][NH:2][C:24](=[O:31])[C:25]2[CH:30]=[CH:29][CH:28]=[CH:27][CH:26]=2)[N:5]=1)=[NH:11], predict the reactants needed to synthesize it. The reactants are: Cl.[NH2:2][CH2:3][C:4]1[N:5]=[C:6]([NH:9][C:10]([NH:12][CH2:13][C:14]2[C:19]([O:20][CH3:21])=[CH:18][CH:17]=[CH:16][C:15]=2[O:22][CH3:23])=[NH:11])[S:7][CH:8]=1.[C:24](Cl)(=[O:31])[C:25]1[CH:30]=[CH:29][CH:28]=[CH:27][CH:26]=1.CN1CCOCC1. (6) Given the product [Br:1][C:2]1[CH:43]=[CH:42][C:5]([O:6][CH2:7][CH2:8][NH:10][CH2:11][C@@H:12]([C:13]2[CH:18]=[CH:17][C:16]([O:19][CH2:20][O:21][CH2:22][CH2:23][Si:24]([CH3:27])([CH3:26])[CH3:25])=[C:15]([N:28]([CH2:29][O:30][CH2:31][CH2:32][Si:33]([CH3:36])([CH3:35])[CH3:34])[S:37]([CH3:40])(=[O:39])=[O:38])[CH:14]=2)[OH:41])=[CH:4][CH:3]=1, predict the reactants needed to synthesize it. The reactants are: [Br:1][C:2]1[CH:43]=[CH:42][C:5]([O:6][CH2:7][C:8]([NH:10][CH2:11][C@H:12]([OH:41])[C:13]2[CH:18]=[CH:17][C:16]([O:19][CH2:20][O:21][CH2:22][CH2:23][Si:24]([CH3:27])([CH3:26])[CH3:25])=[C:15]([N:28]([S:37]([CH3:40])(=[O:39])=[O:38])[CH2:29][O:30][CH2:31][CH2:32][Si:33]([CH3:36])([CH3:35])[CH3:34])[CH:14]=2)=O)=[CH:4][CH:3]=1.N(CCO)(CCO)CCO.O.